From a dataset of Full USPTO retrosynthesis dataset with 1.9M reactions from patents (1976-2016). Predict the reactants needed to synthesize the given product. (1) Given the product [OH:1][CH:2]1[CH2:6][CH2:5][N:4]([C:7]2[CH:8]=[C:9]3[C:13](=[CH:14][CH:15]=2)[C:12]2([C:19](=[O:20])[N:18]([CH2:29][C:30]([O:32][C:33]([CH3:36])([CH3:35])[CH3:34])=[O:31])[C:17](=[O:21])[NH:16]2)[CH2:11][CH2:10]3)[CH2:3]1, predict the reactants needed to synthesize it. The reactants are: [OH:1][CH:2]1[CH2:6][CH2:5][N:4]([C:7]2[CH:8]=[C:9]3[C:13](=[CH:14][CH:15]=2)[C:12]2([C:19](=[O:20])[NH:18][C:17](=[O:21])[NH:16]2)[CH2:11][CH2:10]3)[CH2:3]1.C([O-])([O-])=O.[K+].[K+].Br[CH2:29][C:30]([O:32][C:33]([CH3:36])([CH3:35])[CH3:34])=[O:31]. (2) Given the product [CH3:17][C:18]1[O:24][C:21]([CH2:22][NH:23][C:25]([NH:27][C:28]([NH2:30])=[NH:29])=[NH:26])=[CH:20][CH:19]=1, predict the reactants needed to synthesize it. The reactants are: FC(F)(F)S(O[Si](C)(C)C)(=O)=O.ClCCCl.[CH3:17][C:18]1[O:24][C:21]([CH2:22][NH2:23])=[CH:20][CH:19]=1.[C:25]([NH:27][C:28]([NH2:30])=[NH:29])#[N:26]. (3) Given the product [C:9]1([C:7]2([OH:8])[CH2:6][CH:5]3[CH2:4][CH:3]2[CH2:2][CH2:1]3)[CH:14]=[CH:13][CH:12]=[CH:11][CH:10]=1, predict the reactants needed to synthesize it. The reactants are: [CH2:1]1[CH:5]2[CH2:6][C:7](=[O:8])[CH:3]([CH2:4]2)[CH2:2]1.[C:9]1([Mg]Br)[CH:14]=[CH:13][CH:12]=[CH:11][CH:10]=1.[Cl-].[NH4+].Cl. (4) Given the product [NH2:5][C:4]([NH:6][C:7]1[S:8][C:9]([C:13]2[CH:22]=[CH:21][C:16]([C:17]([OH:19])=[O:18])=[CH:15][CH:14]=2)=[C:10]([CH3:12])[N:11]=1)=[NH:3], predict the reactants needed to synthesize it. The reactants are: [OH-].[Li+].[NH2:3][C:4]([NH:6][C:7]1[S:8][C:9]([C:13]2[CH:22]=[CH:21][C:16]([C:17]([O:19]C)=[O:18])=[CH:15][CH:14]=2)=[C:10]([CH3:12])[N:11]=1)=[NH:5]. (5) Given the product [CH3:1][C:2]1[CH:10]=[C:9]([CH3:11])[CH:8]=[C:7]([CH3:12])[C:3]=1[C:4]([O:6][CH2:21][CH:20]=[CH2:19])=[O:5], predict the reactants needed to synthesize it. The reactants are: [CH3:1][C:2]1[CH:10]=[C:9]([CH3:11])[CH:8]=[C:7]([CH3:12])[C:3]=1[C:4]([OH:6])=[O:5].C(=O)([O-])[O-].[K+].[K+].[CH2:19](Br)[CH:20]=[CH2:21].O. (6) Given the product [CH3:15][C:14]1[C:8]2[C:9](=[CH:10][N:11]=[C:6]([CH2:5][OH:4])[CH:7]=2)[O:12][CH:13]=1, predict the reactants needed to synthesize it. The reactants are: C([O:4][CH2:5][C:6]1[CH:7]=[C:8]2[CH:14]([CH3:15])[CH2:13][O:12][C:9]2=[CH:10][N:11]=1)(=O)C.[OH-].[Na+]. (7) Given the product [CH2:2]1[CH2:6][O:5][C:4]2[CH:7]=[CH:8][C:9]3[CH2:10][CH2:11][C@@H:12]([CH2:14][CH2:15][NH:16][C:19](=[O:21])[CH3:20])[C:13]=3[C:3]1=2, predict the reactants needed to synthesize it. The reactants are: Cl.[CH2:2]1[CH2:6][O:5][C:4]2[CH:7]=[CH:8][C:9]3[CH2:10][CH2:11][C@@H:12]([CH2:14][CH2:15][NH2:16])[C:13]=3[C:3]1=2.[OH-].[Na+].[C:19](OC(=O)C)(=[O:21])[CH3:20].O.